This data is from Reaction yield outcomes from USPTO patents with 853,638 reactions. The task is: Predict the reaction yield, written as a fraction of the theoretical maximum amount of product (1.0 means a 100% yield; for example, 0.34 means a 34% yield). The reactants are [Br:1][C:2]1[CH:3]=[CH:4][C:5]([OH:10])=[C:6]([CH:9]=1)[C:7]#[N:8].[F:11][C:12]1[CH:19]=[CH:18][CH:17]=[CH:16][C:13]=1[CH2:14]Br.C(=O)([O-])[O-].[K+].[K+]. The catalyst is C(OCC)C. The product is [Br:1][C:2]1[CH:3]=[CH:4][C:5]([O:10][CH2:14][C:13]2[CH:16]=[CH:17][CH:18]=[CH:19][C:12]=2[F:11])=[C:6]([CH:9]=1)[C:7]#[N:8]. The yield is 0.920.